Dataset: Reaction yield outcomes from USPTO patents with 853,638 reactions. Task: Predict the reaction yield, written as a fraction of the theoretical maximum amount of product (1.0 means a 100% yield; for example, 0.34 means a 34% yield). (1) The reactants are [CH2:1]([N:3]1[CH2:8][CH2:7][N:6]([C:9]2[CH:10]=[C:11]([N:15](C)[C:16](=O)C)[CH:12]=[CH:13][CH:14]=2)[CH2:5][CH2:4]1)[CH3:2].S(=O)(=O)(O)O.[OH-].[Na+]. The catalyst is O. The product is [CH2:1]([N:3]1[CH2:4][CH2:5][N:6]([C:9]2[CH:10]=[C:11]([NH:15][CH3:16])[CH:12]=[CH:13][CH:14]=2)[CH2:7][CH2:8]1)[CH3:2]. The yield is 0.860. (2) The reactants are [F:1][C:2]1[CH:3]=[C:4]([NH:28][C:29]([C:31]2[C:32](=[O:44])[N:33]([C:37]3[CH:42]=[CH:41][C:40]([F:43])=[CH:39][CH:38]=3)[N:34]=[CH:35][CH:36]=2)=[O:30])[CH:5]=[CH:6][C:7]=1[O:8][C:9]1[CH:14]=[CH:13][N:12]=[C:11]2[N:15]([CH2:19][C:20]3[CH:25]=[CH:24][C:23]([O:26][CH3:27])=[CH:22][CH:21]=3)[N:16]=[C:17](I)[C:10]=12.[NH2:45][CH:46]1[CH2:50][CH2:49][N:48]([C:51]([O:53][C:54]([CH3:57])([CH3:56])[CH3:55])=[O:52])[CH2:47]1.N1CCC[C@H]1C(O)=O.C([O-])([O-])=O.[K+].[K+]. The catalyst is [Cu]I.CS(C)=O. The product is [F:1][C:2]1[CH:3]=[C:4]([NH:28][C:29]([C:31]2[C:32](=[O:44])[N:33]([C:37]3[CH:42]=[CH:41][C:40]([F:43])=[CH:39][CH:38]=3)[N:34]=[CH:35][CH:36]=2)=[O:30])[CH:5]=[CH:6][C:7]=1[O:8][C:9]1[CH:14]=[CH:13][N:12]=[C:11]2[N:15]([CH2:19][C:20]3[CH:25]=[CH:24][C:23]([O:26][CH3:27])=[CH:22][CH:21]=3)[N:16]=[C:17]([NH:45][CH:46]3[CH2:50][CH2:49][N:48]([C:51]([O:53][C:54]([CH3:57])([CH3:56])[CH3:55])=[O:52])[CH2:47]3)[C:10]=12. The yield is 0.566. (3) The reactants are [NH2:1][C:2]1[C:3]([C:28]([O:30]C)=O)=[N:4][C:5](Cl)=[N:6][C:7]=1[NH:8][C:9]1[CH:17]=[CH:16][CH:15]=[C:14]2[C:10]=1[CH:11]=[CH:12][N:13]2S(C1C=CC=CC=1)(=O)=O.CO[C:34]([C:36]1N=C(Cl)N=[C:38](Cl)[C:37]=1[N+]([O-])=O)=[O:35].C(N[CH:51]([CH3:53])C)(C)C.COC(C1C([N+]([O-])=O)=C(NC2C=CC=C3C=2C=CN3S(C2C=CC=CC=2)(=O)=O)N=C(Cl)[N:59]=1)=O.[O:87]1[CH2:91]CCC1. The catalyst is CCOC(C)=O.CC(O)=O.[Fe]. The product is [OH:35][C:34]1[CH:36]=[C:37]([C:5]2[N:6]=[C:7]3[C:2]([NH:1][C:91](=[O:87])[N:8]3[C:9]3[CH:17]=[CH:16][CH:15]=[C:14]4[C:10]=3[CH:11]=[CH:12][NH:13]4)=[C:3]([C:28]([NH2:59])=[O:30])[N:4]=2)[CH:38]=[CH:51][CH:53]=1. The yield is 0.690. (4) The reactants are Cl[C:2]1[CH:7]=[CH:6][C:5]([N+:8]([O-:10])=[O:9])=[CH:4][N:3]=1.Cl.[CH2:12]1[C@H:17]2[CH2:18][NH:19][CH2:20][CH2:21][N:16]2[CH2:15][CH2:14][O:13]1.C(=O)([O-])[O-].[K+].[K+]. The catalyst is C(#N)C. The product is [N+:8]([C:5]1[CH:6]=[CH:7][C:2]([N:19]2[CH2:20][CH2:21][N:16]3[C@@H:17]([CH2:12][O:13][CH2:14][CH2:15]3)[CH2:18]2)=[N:3][CH:4]=1)([O-:10])=[O:9]. The yield is 0.730. (5) The reactants are ClC1C=CC=C(C(OO)=[O:9])C=1.[Cl:12][C:13]1[C:22]2[C:17](=[C:18]([CH3:25])[C:19]([O:23][CH3:24])=[CH:20][CH:21]=2)[N:16]=[CH:15][CH:14]=1. The catalyst is C(Cl)(Cl)Cl. The product is [Cl:12][C:13]1[C:22]2[C:17](=[C:18]([CH3:25])[C:19]([O:23][CH3:24])=[CH:20][CH:21]=2)[N+:16]([O-:9])=[CH:15][CH:14]=1. The yield is 0.183. (6) The reactants are [CH2:1]([N:8]1[CH2:12][CH2:11][NH:10][C:9]1=[N:13]C#N)[C:2]1[CH:7]=[CH:6][CH:5]=[CH:4][CH:3]=1.C(N1CCNC1=N)C1C=CC=CC=1.Br[C:30]1[S:31][C:32]([C:36]([NH:38][CH2:39][C:40]2[CH:45]=[CH:44][C:43]([F:46])=[C:42]([F:47])[CH:41]=2)=[O:37])=[C:33]([CH3:35])[N:34]=1. No catalyst specified. The product is [CH2:1]([N:8]1[CH2:12][CH2:11][N:10]([C:30]2[S:31][C:32]([C:36]([NH:38][CH2:39][C:40]3[CH:45]=[CH:44][C:43]([F:46])=[C:42]([F:47])[CH:41]=3)=[O:37])=[C:33]([CH3:35])[N:34]=2)[C:9]1=[NH:13])[C:2]1[CH:3]=[CH:4][CH:5]=[CH:6][CH:7]=1. The yield is 0.0500.